From a dataset of NCI-60 drug combinations with 297,098 pairs across 59 cell lines. Regression. Given two drug SMILES strings and cell line genomic features, predict the synergy score measuring deviation from expected non-interaction effect. (1) Drug 1: CC12CCC3C(C1CCC2=O)CC(=C)C4=CC(=O)C=CC34C. Cell line: MDA-MB-435. Synergy scores: CSS=32.2, Synergy_ZIP=-1.96, Synergy_Bliss=-3.58, Synergy_Loewe=-8.57, Synergy_HSA=-2.81. Drug 2: C1CCC(C(C1)N)N.C(=O)(C(=O)[O-])[O-].[Pt+4]. (2) Drug 1: C1CN1C2=NC(=NC(=N2)N3CC3)N4CC4. Drug 2: C1CCC(C(C1)N)N.C(=O)(C(=O)[O-])[O-].[Pt+4]. Cell line: SR. Synergy scores: CSS=80.5, Synergy_ZIP=-2.01, Synergy_Bliss=-1.22, Synergy_Loewe=-1.45, Synergy_HSA=1.68. (3) Drug 1: C1=NC2=C(N1)C(=S)N=C(N2)N. Drug 2: C1CNP(=O)(OC1)N(CCCl)CCCl. Cell line: DU-145. Synergy scores: CSS=29.5, Synergy_ZIP=-1.20, Synergy_Bliss=-3.35, Synergy_Loewe=-29.3, Synergy_HSA=-3.74. (4) Drug 1: C1CN1C2=NC(=NC(=N2)N3CC3)N4CC4. Drug 2: CN(C)C1=NC(=NC(=N1)N(C)C)N(C)C. Cell line: HOP-92. Synergy scores: CSS=26.4, Synergy_ZIP=-4.79, Synergy_Bliss=0.250, Synergy_Loewe=0.241, Synergy_HSA=0.320. (5) Drug 1: CC1=C2C(C(=O)C3(C(CC4C(C3C(C(C2(C)C)(CC1OC(=O)C(C(C5=CC=CC=C5)NC(=O)OC(C)(C)C)O)O)OC(=O)C6=CC=CC=C6)(CO4)OC(=O)C)OC)C)OC. Drug 2: CC1=C2C(C(=O)C3(C(CC4C(C3C(C(C2(C)C)(CC1OC(=O)C(C(C5=CC=CC=C5)NC(=O)OC(C)(C)C)O)O)OC(=O)C6=CC=CC=C6)(CO4)OC(=O)C)O)C)O. Cell line: NCI-H522. Synergy scores: CSS=74.9, Synergy_ZIP=12.1, Synergy_Bliss=11.7, Synergy_Loewe=15.2, Synergy_HSA=18.4. (6) Drug 1: C1CN1P(=S)(N2CC2)N3CC3. Drug 2: C#CCC(CC1=CN=C2C(=N1)C(=NC(=N2)N)N)C3=CC=C(C=C3)C(=O)NC(CCC(=O)O)C(=O)O. Cell line: MDA-MB-231. Synergy scores: CSS=1.33, Synergy_ZIP=-4.10, Synergy_Bliss=-5.54, Synergy_Loewe=-4.36, Synergy_HSA=-5.01. (7) Synergy scores: CSS=45.6, Synergy_ZIP=0.919, Synergy_Bliss=1.52, Synergy_Loewe=1.64, Synergy_HSA=4.40. Drug 1: C1=CC(=C2C(=C1NCCNCCO)C(=O)C3=C(C=CC(=C3C2=O)O)O)NCCNCCO. Cell line: HOP-92. Drug 2: CC1CCC2CC(C(=CC=CC=CC(CC(C(=O)C(C(C(=CC(C(=O)CC(OC(=O)C3CCCCN3C(=O)C(=O)C1(O2)O)C(C)CC4CCC(C(C4)OC)OCCO)C)C)O)OC)C)C)C)OC.